From a dataset of Catalyst prediction with 721,799 reactions and 888 catalyst types from USPTO. Predict which catalyst facilitates the given reaction. (1) Reactant: [Br:1][C:2]1[C:3](Cl)=[N:4][C:5]([Cl:8])=[N:6][CH:7]=1.[CH3:10][C:11]1[NH:15][N:14]=[C:13]([NH2:16])[CH:12]=1.C(N(CC)CC)C. Product: [Br:1][C:2]1[C:3]([NH:16][C:13]2[CH:12]=[C:11]([CH3:10])[NH:15][N:14]=2)=[N:4][C:5]([Cl:8])=[N:6][CH:7]=1. The catalyst class is: 14. (2) Reactant: [N+:1]([C:4]1[CH:5]=[CH:6][C:7](Cl)=[N:8][CH:9]=1)([O-:3])=[O:2].[C:11]([N:18]1[CH2:23][CH2:22][NH:21][CH2:20][CH2:19]1)([O:13][C:14]([CH3:17])([CH3:16])[CH3:15])=[O:12].C(N(CC)C(C)C)(C)C. Product: [N+:1]([C:4]1[CH:5]=[CH:6][C:7]([N:21]2[CH2:20][CH2:19][N:18]([C:11]([O:13][C:14]([CH3:17])([CH3:16])[CH3:15])=[O:12])[CH2:23][CH2:22]2)=[N:8][CH:9]=1)([O-:3])=[O:2]. The catalyst class is: 3. (3) Reactant: [Br:1][C:2]1[CH:3]=[C:4]([CH:8]2[CH2:12][CH2:11][CH2:10][NH:9]2)[CH:5]=[CH:6][CH:7]=1.[OH:13][CH:14]([C:18]1[CH:23]=[CH:22][C:21]([S:24][CH3:25])=[CH:20][CH:19]=1)[C:15](O)=[O:16].F[P-](F)(F)(F)(F)F.N1(OC(N(C)C)=[N+](C)C)C2C=CC=CC=2N=N1.CCN(C(C)C)C(C)C. Product: [Br:1][C:2]1[CH:3]=[C:4]([CH:8]2[CH2:12][CH2:11][CH2:10][N:9]2[C:15](=[O:16])[CH:14]([OH:13])[C:18]2[CH:19]=[CH:20][C:21]([S:24][CH3:25])=[CH:22][CH:23]=2)[CH:5]=[CH:6][CH:7]=1. The catalyst class is: 2. (4) Reactant: [CH2:1]([N:8]1[CH2:13][CH2:12][CH:11]([C:14]([C:25]2[C:30]([CH3:31])=[C:29]([O:32]C)[C:28]([CH3:34])=[C:27]([CH3:35])[C:26]=2[O:36]C)([C:16]2[CH:21]=[CH:20][C:19]([CH:22]([CH3:24])[CH3:23])=[CH:18][CH:17]=2)O)[CH2:10][CH2:9]1)[C:2]1[CH:7]=[CH:6][CH:5]=[CH:4][CH:3]=1.Br.[OH-].[Na+]. Product: [CH2:1]([N:8]1[CH2:9][CH2:10][C:11]2([CH:14]([C:16]3[CH:21]=[CH:20][C:19]([CH:22]([CH3:24])[CH3:23])=[CH:18][CH:17]=3)[C:25]3[C:30]([CH3:31])=[C:29]([OH:32])[C:28]([CH3:34])=[C:27]([CH3:35])[C:26]=3[O:36]2)[CH2:12][CH2:13]1)[C:2]1[CH:3]=[CH:4][CH:5]=[CH:6][CH:7]=1. The catalyst class is: 15. (5) Product: [F:1][C:2]([F:36])([F:37])[C:3]1[CH:4]=[C:5]([NH:13][C:14]([N:16]2[CH2:21][CH2:20][N:19]([C:22]3[C:27]([O:40][CH2:38][C:39]4[CH:20]=[CH:21][N:16]=[CH:17][CH:18]=4)=[CH:28][CH:25]=[CH:24][N:23]=3)[CH2:18][CH2:17]2)=[O:15])[CH:6]=[C:7]([C:9]([F:11])([F:12])[F:10])[CH:8]=1. The catalyst class is: 45. Reactant: [F:1][C:2]([F:37])([F:36])[C:3]1[CH:4]=[C:5]([NH:13][C:14]([N:16]2[CH2:21][CH2:20][N:19]([C:22]3[C:27]([C:28]#CC4C=CN=CC=4)=N[CH:25]=[CH:24][N:23]=3)[CH2:18][CH2:17]2)=[O:15])[CH:6]=[C:7]([C:9]([F:12])([F:11])[F:10])[CH:8]=1.[CH2:38]([OH:40])[CH3:39]. (6) Reactant: [CH3:1][N:2]([C:7]1[N:12]=[C:11]([C:13]2[CH:18]=[CH:17][C:16]([F:19])=[CH:15][CH:14]=2)[C:10](/[CH:20]=[CH:21]/[C@H:22]2[O:27][C:26](C)([CH3:28])[O:25][C@@H:24](CC(N(OC)C)=O)[CH2:23]2)=[C:9]([CH:37]([CH3:39])[CH3:38])[N:8]=1)[S:3]([CH3:6])(=[O:5])=[O:4].S(=O)(=O)(O)[OH:41]. Product: [CH3:1][N:2]([C:7]1[N:12]=[C:11]([C:13]2[CH:18]=[CH:17][C:16]([F:19])=[CH:15][CH:14]=2)[C:10](/[CH:20]=[CH:21]/[C@H:22]2[O:27][C:26](=[O:41])[CH2:28][C@H:24]([OH:25])[CH2:23]2)=[C:9]([CH:37]([CH3:39])[CH3:38])[N:8]=1)[S:3]([CH3:6])(=[O:4])=[O:5]. The catalyst class is: 10. (7) Reactant: [ClH:1].O1CCOCC1.[CH3:8][NH:9][C:10]([C:12]1[N:13]=[C:14]([N:17]2[CH2:22][CH2:21][N:20](C(OC(C)(C)C)=O)[CH2:19][CH:18]2[CH2:30][O:31][C:32]2[CH:33]=[N:34][CH:35]=[CH:36][CH:37]=2)[S:15][CH:16]=1)=[O:11]. Product: [ClH:1].[ClH:1].[CH3:8][NH:9][C:10]([C:12]1[N:13]=[C:14]([N:17]2[CH2:22][CH2:21][NH:20][CH2:19][CH:18]2[CH2:30][O:31][C:32]2[CH:33]=[N:34][CH:35]=[CH:36][CH:37]=2)[S:15][CH:16]=1)=[O:11]. The catalyst class is: 5.